This data is from Reaction yield outcomes from USPTO patents with 853,638 reactions. The task is: Predict the reaction yield, written as a fraction of the theoretical maximum amount of product (1.0 means a 100% yield; for example, 0.34 means a 34% yield). (1) The product is [C:1]([O:5][C:6]([NH:8][C@@H:9]([CH2:21][CH:22]=[CH2:23])[C:10]([N:12]1[CH2:16][C@H:15]([OH:17])[CH2:14][C@H:13]1[C:18]([NH:24][C@:25]1([C:36]([O:38][CH2:39][CH3:40])=[O:37])[CH2:27][C@H:26]1[CH2:28][C:29]([F:35])([F:34])[CH2:30][CH2:31][CH:32]=[CH2:33])=[O:19])=[O:11])=[O:7])([CH3:4])([CH3:3])[CH3:2]. The yield is 0.840. The catalyst is ClCCl. The reactants are [C:1]([O:5][C:6]([NH:8][C@@H:9]([CH2:21][CH:22]=[CH2:23])[C:10]([N:12]1[CH2:16][C@H:15]([OH:17])[CH2:14][C@H:13]1[C:18](O)=[O:19])=[O:11])=[O:7])([CH3:4])([CH3:3])[CH3:2].[NH2:24][C@:25]1([C:36]([O:38][CH2:39][CH3:40])=[O:37])[CH2:27][C@H:26]1[CH2:28][C:29]([F:35])([F:34])[CH2:30][CH2:31][CH:32]=[CH2:33].CN(C(ON1N=NC2C=CC=NC1=2)=[N+](C)C)C.F[P-](F)(F)(F)(F)F.C(N(C(C)C)C(C)C)C. (2) The reactants are [OH:1][CH2:2][C@H:3]1[CH2:7][CH2:6][CH2:5][C@@H:4]1[NH:8][C:9](=[O:15])[O:10][C:11]([CH3:14])([CH3:13])[CH3:12].CCN(CC)CC.[CH3:23][S:24](Cl)(=[O:26])=[O:25].Cl. The catalyst is C(Cl)Cl. The product is [CH3:23][S:24]([O:1][CH2:2][C@H:3]1[CH2:7][CH2:6][CH2:5][C@@H:4]1[NH:8][C:9]([O:10][C:11]([CH3:12])([CH3:14])[CH3:13])=[O:15])(=[O:26])=[O:25]. The yield is 0.760.